Dataset: Catalyst prediction with 721,799 reactions and 888 catalyst types from USPTO. Task: Predict which catalyst facilitates the given reaction. (1) Reactant: [NH2:1][CH2:2][CH2:3][CH2:4][NH:5][C:6]([C:8]1[S:16][C:15]2[C:10](=[N:11][CH:12]=[CH:13][C:14]=2[O:17][C:18]2[CH:23]=[CH:22][C:21]([NH:24][C:25]([NH:27][C:28]3[CH:33]=[C:32]([CH3:34])[CH:31]=[CH:30][C:29]=3[F:35])=[O:26])=[C:20]([F:36])[CH:19]=2)[CH:9]=1)=[O:7].C(N(CC)C(C)C)(C)C.Br[CH2:47][C:48]([O:50][CH3:51])=[O:49].O. Product: [F:36][C:20]1[CH:19]=[C:18]([CH:23]=[CH:22][C:21]=1[NH:24][C:25]([NH:27][C:28]1[CH:33]=[C:32]([CH3:34])[CH:31]=[CH:30][C:29]=1[F:35])=[O:26])[O:17][C:14]1[CH:13]=[CH:12][N:11]=[C:10]2[CH:9]=[C:8]([C:6]([NH:5][CH2:4][CH2:3][CH2:2][NH:1][CH2:47][C:48]([O:50][CH3:51])=[O:49])=[O:7])[S:16][C:15]=12. The catalyst class is: 3. (2) Reactant: [NH2:1][C:2]1[C:7]([F:8])=[C:6]([CH2:9][CH:10]2[CH2:12][CH2:11]2)[N:5]=[C:4]([CH:13]=[O:14])[CH:3]=1.[Cl:15]N1C(C)(C)C(=O)N(Cl)C1=O. Product: [NH2:1][C:2]1[C:7]([F:8])=[C:6]([CH2:9][CH:10]2[CH2:12][CH2:11]2)[N:5]=[C:4]([CH:13]=[O:14])[C:3]=1[Cl:15]. The catalyst class is: 23.